From a dataset of Full USPTO retrosynthesis dataset with 1.9M reactions from patents (1976-2016). Predict the reactants needed to synthesize the given product. (1) The reactants are: [CH3:1][O:2][C:3]1[CH:8]=[CH:7][C:6]([C:9]([C:11]([C:13]2[CH:18]=[CH:17][C:16]([O:19][CH3:20])=[CH:15][CH:14]=2)=O)=O)=[CH:5][CH:4]=1.S(O)(=O)(=O)C.S(O)(=O)(=O)C.[NH2:31][NH:32][C:33]([NH2:35])=[NH:34]. Given the product [NH2:35][C:33]1[N:32]=[N:31][C:11]([C:13]2[CH:18]=[CH:17][C:16]([O:19][CH3:20])=[CH:15][CH:14]=2)=[C:9]([C:6]2[CH:7]=[CH:8][C:3]([O:2][CH3:1])=[CH:4][CH:5]=2)[N:34]=1, predict the reactants needed to synthesize it. (2) Given the product [C:1]([C:3](=[CH:30][CH:31]([CH3:33])[CH3:32])[C:4]([N:6]1[CH2:7][CH2:8][CH:9]([N:12]2[C:16]3[CH:17]=[CH:18][CH:19]=[CH:20][C:15]=3[N:14]=[C:13]2[NH:21][C:22](=[O:29])[C:23]2[CH:28]=[CH:27][CH:26]=[N:25][CH:24]=2)[CH2:10][CH2:11]1)=[O:5])#[N:2], predict the reactants needed to synthesize it. The reactants are: [C:1]([CH2:3][C:4]([N:6]1[CH2:11][CH2:10][CH:9]([N:12]2[C:16]3[CH:17]=[CH:18][CH:19]=[CH:20][C:15]=3[N:14]=[C:13]2[NH:21][C:22](=[O:29])[C:23]2[CH:28]=[CH:27][CH:26]=[N:25][CH:24]=2)[CH2:8][CH2:7]1)=[O:5])#[N:2].[CH:30](=O)[CH:31]([CH3:33])[CH3:32]. (3) Given the product [F:36][C:37]([F:56])([F:55])[S:38]([O:22][C:13]1[CH:12]=[C:11]2[C:16]([O:17][C:18]3[C:19]([F:21])=[CH:20][C:7]([C:4]4[CH2:3][CH2:2][O:1][CH2:6][CH:5]=4)=[CH:8][C:9]=3[C@:10]32[N:27]=[C:26]([NH:28][C:29]([O:30][C:31]([CH3:32])([CH3:34])[CH3:33])=[O:35])[CH2:25][O:24][CH2:23]3)=[CH:15][CH:14]=1)(=[O:40])=[O:39], predict the reactants needed to synthesize it. The reactants are: [O:1]1[CH2:6][CH:5]=[C:4]([C:7]2[CH:20]=[C:19]([F:21])[C:18]3[O:17][C:16]4[C:11](=[CH:12][C:13]([OH:22])=[CH:14][CH:15]=4)[C@:10]4([N:27]=[C:26]([NH:28][C:29](=[O:35])[O:30][C:31]([CH3:34])([CH3:33])[CH3:32])[CH2:25][O:24][CH2:23]4)[C:9]=3[CH:8]=2)[CH2:3][CH2:2]1.[F:36][C:37]([F:56])([F:55])[S:38](N(C1C=CC=CC=1)[S:38]([C:37]([F:56])([F:55])[F:36])(=[O:40])=[O:39])(=[O:40])=[O:39]. (4) Given the product [Br:1][C:2]1[CH:3]=[C:4]2[C:8](=[CH:9][CH:10]=1)[N:7]([C:16]([O:15][C:12]([CH3:14])([CH3:13])[CH3:11])=[O:17])[CH2:6][CH2:5]2, predict the reactants needed to synthesize it. The reactants are: [Br:1][C:2]1[CH:3]=[C:4]2[C:8](=[CH:9][CH:10]=1)[NH:7][CH2:6][CH2:5]2.[CH3:11][C:12]([O:15][C:16](O[C:16]([O:15][C:12]([CH3:14])([CH3:13])[CH3:11])=[O:17])=[O:17])([CH3:14])[CH3:13]. (5) Given the product [N:1]1[C:10]2[C:5](=[CH:6][CH:7]=[CH:8][CH:9]=2)[N:4]=[CH:3][C:2]=1[C:11]([NH2:14])=[O:13], predict the reactants needed to synthesize it. The reactants are: [N:1]1[C:10]2[C:5](=[CH:6][CH:7]=[CH:8][CH:9]=2)[N:4]=[CH:3][C:2]=1[C:11]([O-:13])=O.[NH3:14].O. (6) Given the product [CH3:11][O:10][C:8]1[CH:7]=[CH:6][C:5]([NH:12][C:13]2[N:17]([C:18]3[CH:23]=[CH:22][CH:21]=[CH:20][C:19]=3[CH3:24])[N:16]=[C:15]([CH3:25])[C:14]=2[C:26]2[CH:35]=[N:34][C:29]3=[N:30][CH:31]=[CH:32][N:33]=[C:28]3[CH:27]=2)=[C:4]([CH:9]=1)[C:3]([OH:36])=[O:2], predict the reactants needed to synthesize it. The reactants are: C[O:2][C:3](=[O:36])[C:4]1[CH:9]=[C:8]([O:10][CH3:11])[CH:7]=[CH:6][C:5]=1[NH:12][C:13]1[N:17]([C:18]2[CH:23]=[CH:22][CH:21]=[CH:20][C:19]=2[CH3:24])[N:16]=[C:15]([CH3:25])[C:14]=1[C:26]1[CH:35]=[N:34][C:29]2=[N:30][CH:31]=[CH:32][N:33]=[C:28]2[CH:27]=1.[OH-].[Na+].Cl. (7) The reactants are: [CH2:1]([N:3]([CH:14]1[CH2:19][CH2:18][O:17][CH2:16][CH2:15]1)[C:4]1[S:8][CH:7]=[C:6]([C:9]([O:11][CH3:12])=[O:10])[C:5]=1[CH3:13])[CH3:2].C1C(=O)N([Cl:27])C(=O)C1.C([O-])([O-])=O.[Na+].[Na+]. Given the product [Cl:27][C:7]1[S:8][C:4]([N:3]([CH2:1][CH3:2])[CH:14]2[CH2:19][CH2:18][O:17][CH2:16][CH2:15]2)=[C:5]([CH3:13])[C:6]=1[C:9]([O:11][CH3:12])=[O:10], predict the reactants needed to synthesize it.